From a dataset of Full USPTO retrosynthesis dataset with 1.9M reactions from patents (1976-2016). Predict the reactants needed to synthesize the given product. (1) Given the product [N:16]1([C:20]2[C:29]3[C:24](=[N:25][C:26]([O:1][CH:2]4[CH2:7][CH2:6][O:5][CH2:4][CH2:3]4)=[C:27]([Cl:30])[N:28]=3)[N:23]=[C:22]([Cl:32])[N:21]=2)[CH2:19][CH2:18][CH2:17]1, predict the reactants needed to synthesize it. The reactants are: [OH:1][CH:2]1[CH2:7][CH2:6][O:5][CH2:4][CH2:3]1.C(NC(C)C)(C)C.[Li].[N:16]1([C:20]2[C:29]3[C:24](=[N:25][C:26](Cl)=[C:27]([Cl:30])[N:28]=3)[N:23]=[C:22]([Cl:32])[N:21]=2)[CH2:19][CH2:18][CH2:17]1.O. (2) Given the product [ClH:9].[CH3:10][O:11][C:3]([C@H:4]1[CH2:7][C@@H:1]([NH2:2])[CH:6]=[CH:5]1)=[O:8], predict the reactants needed to synthesize it. The reactants are: [C@@H:1]12[CH2:7][C@@H:4]([CH:5]=[CH:6]1)[C:3](=[O:8])[NH:2]2.[ClH:9].[CH3:10][OH:11]. (3) Given the product [CH3:1][O:2][C:3]1[CH:4]=[C:5]2[C:10](=[CH:11][C:12]=1[O:13][CH3:14])[N:9]=[CH:8][N:7]=[C:6]2[O:15][C:16]1[CH:22]=[CH:21][C:19]([NH:20][C:27](=[O:33])[O:28][CH2:29][C:37]2[CH:38]=[CH:39][CH:40]=[CH:41][C:36]=2[Cl:35])=[CH:18][CH:17]=1, predict the reactants needed to synthesize it. The reactants are: [CH3:1][O:2][C:3]1[CH:4]=[C:5]2[C:10](=[CH:11][C:12]=1[O:13][CH3:14])[N:9]=[CH:8][N:7]=[C:6]2[O:15][C:16]1[CH:22]=[CH:21][C:19]([NH2:20])=[CH:18][CH:17]=1.ClC(Cl)(O[C:27](=[O:33])[O:28][C:29](Cl)(Cl)Cl)Cl.[Cl:35][C:36]1[CH:41]=[CH:40][CH:39]=[CH:38][C:37]=1CO.C(=O)(O)[O-].[Na+]. (4) Given the product [ClH:25].[CH3:16][C:15]1([CH3:17])[CH:14]([C:18]2[CH:23]=[CH:22][C:21]([CH3:24])=[CH:20][CH:19]=2)[C:3]2[C:4]([CH3:13])=[C:5]([NH2:10])[C:6]([CH3:9])=[C:7]([CH3:8])[C:2]=2[O:1]1, predict the reactants needed to synthesize it. The reactants are: [OH:1][C:2]1[C:7]([CH3:8])=[C:6]([CH3:9])[C:5]([NH:10]C=O)=[C:4]([CH3:13])[C:3]=1[C:14]([C:18]1[CH:23]=[CH:22][C:21]([CH3:24])=[CH:20][CH:19]=1)=[C:15]([CH3:17])[CH3:16].[ClH:25]. (5) Given the product [F:35][C:32]1[CH:33]=[CH:34][C:29]([C:16]2([CH2:15][O:14][CH:12]([C:10]3[C:9]4[C:5](=[CH:6][NH:7][N:8]=4)[CH:4]=[C:3]([N:2]([CH3:1])[CH3:44])[CH:11]=3)[CH3:13])[CH2:21][CH2:20][NH:19][CH2:18][CH2:17]2)=[CH:30][CH:31]=1, predict the reactants needed to synthesize it. The reactants are: [CH3:1][N:2]([CH3:44])[C:3]1[CH:11]=[C:10]([CH:12]([O:14][CH2:15][C:16]2([C:29]3[CH:34]=[CH:33][C:32]([F:35])=[CH:31][CH:30]=3)[CH2:21][CH2:20][N:19](C(OC(C)(C)C)=O)[CH2:18][CH2:17]2)[CH3:13])[C:9]2[C:5](=[CH:6][N:7](COCC[Si](C)(C)C)[N:8]=2)[CH:4]=1.